Dataset: Forward reaction prediction with 1.9M reactions from USPTO patents (1976-2016). Task: Predict the product of the given reaction. Given the reactants Br[C:2]1[CH:9]=[CH:8][C:7]([O:10][CH2:11][CH3:12])=[CH:6][C:3]=1[CH:4]=[O:5].C1(P(C2CCCCC2)C2C=CC=CC=2C2C(OC)=CC=CC=2OC)CCCCC1.[O-]P([O-])([O-])=O.[K+].[K+].[K+].[F:50][C:51]1[C:56]([F:57])=[C:55]([F:58])[CH:54]=[CH:53][C:52]=1B(O)O, predict the reaction product. The product is: [CH2:11]([O:10][C:7]1[CH:6]=[C:3]([CH:4]=[O:5])[C:2]([C:54]2[CH:53]=[CH:52][C:51]([F:50])=[C:56]([F:57])[C:55]=2[F:58])=[CH:9][CH:8]=1)[CH3:12].